The task is: Predict the product of the given reaction.. This data is from Forward reaction prediction with 1.9M reactions from USPTO patents (1976-2016). (1) Given the reactants Cl.[C:2]([N:6]1[CH:14]=[C:13]2[C:8]([C:9](=[O:20])[NH:10][C:11]3([CH2:19][CH2:18][NH:17][CH2:16][CH2:15]3)[CH2:12]2)=[N:7]1)([CH3:5])([CH3:4])[CH3:3].[Cl:21][C:22]1[CH:31]=[CH:30][C:29]2[C:24](=[CH:25][C:26]([C:32](O)=[O:33])=[CH:27][CH:28]=2)[N:23]=1, predict the reaction product. The product is: [C:2]([N:6]1[CH:14]=[C:13]2[C:8]([C:9](=[O:20])[NH:10][C:11]3([CH2:19][CH2:18][N:17]([C:32]([C:26]4[CH:25]=[C:24]5[C:29]([CH:30]=[CH:31][C:22]([Cl:21])=[N:23]5)=[CH:28][CH:27]=4)=[O:33])[CH2:16][CH2:15]3)[CH2:12]2)=[N:7]1)([CH3:5])([CH3:3])[CH3:4]. (2) Given the reactants [Cl:1][C:2]1[CH:3]=[C:4]([CH:18]=[C:19]([Cl:21])[CH:20]=1)[CH2:5][C:6]1[C:7]([CH2:16][CH3:17])=[N:8][N:9]([CH2:13][CH2:14][NH2:15])[C:10]=1[CH2:11][CH3:12].[F:22][C:23]1[CH:33]=[CH:32][CH:31]=[C:30]([F:34])[C:24]=1[C:25]([N:27]=[C:28]=[O:29])=[O:26], predict the reaction product. The product is: [Cl:1][C:2]1[CH:3]=[C:4]([CH:18]=[C:19]([Cl:21])[CH:20]=1)[CH2:5][C:6]1[C:7]([CH2:16][CH3:17])=[N:8][N:9]([CH2:13][CH2:14][NH:15][C:28]([NH:27][C:25](=[O:26])[C:24]2[C:30]([F:34])=[CH:31][CH:32]=[CH:33][C:23]=2[F:22])=[O:29])[C:10]=1[CH2:11][CH3:12]. (3) Given the reactants [O:1]([C:9]1[CH:15]=[CH:14][C:12]([NH2:13])=[CH:11][CH:10]=1)[C:2]1[CH:8]=[CH:7][C:5]([NH2:6])=[CH:4][CH:3]=1.[OH:16][CH:17]1[CH2:22][CH2:21][N:20]([C:23]2[CH:31]=[CH:30][C:26]([C:27](O)=[O:28])=[CH:25][CH:24]=2)[CH2:19][CH2:18]1, predict the reaction product. The product is: [O:1]([C:9]1[CH:15]=[CH:14][C:12]([NH:13][C:27](=[O:28])[C:26]2[CH:30]=[CH:31][C:23]([N:20]3[CH2:21][CH2:22][CH:17]([OH:16])[CH2:18][CH2:19]3)=[CH:24][CH:25]=2)=[CH:11][CH:10]=1)[C:2]1[CH:3]=[CH:4][C:5]([NH:6][C:27](=[O:28])[C:26]2[CH:25]=[CH:24][C:23]([N:20]3[CH2:21][CH2:22][CH:17]([OH:16])[CH2:18][CH2:19]3)=[CH:31][CH:30]=2)=[CH:7][CH:8]=1. (4) Given the reactants [OH:1][C:2]1[CH:7]=[CH:6][N:5]([C:8]2[CH:9]=[CH:10][C:11]3[N:15]=[C:14]([CH:16]4[CH2:18][CH:17]4[C:19]([OH:22])([CH3:21])[CH3:20])[N:13]([CH3:23])[C:12]=3[CH:24]=2)[C:4](=[O:25])[CH:3]=1.[Cl:26][C:27]1[CH:32]=[CH:31][C:30]([CH2:33]O)=[CH:29][C:28]=1[F:35].C(P(CCCC)CCCC)CCC.N(C(N1CCCCC1)=O)=NC(N1CCCCC1)=O, predict the reaction product. The product is: [Cl:26][C:27]1[CH:32]=[CH:31][C:30]([CH2:33][O:1][C:2]2[CH:7]=[CH:6][N:5]([C:8]3[CH:9]=[CH:10][C:11]4[N:15]=[C:14]([CH:16]5[CH2:18][CH:17]5[C:19]([OH:22])([CH3:20])[CH3:21])[N:13]([CH3:23])[C:12]=4[CH:24]=3)[C:4](=[O:25])[CH:3]=2)=[CH:29][C:28]=1[F:35]. (5) Given the reactants [CH:1]([NH:14][C:15]1[C:24]2[C:19](=[CH:20][CH:21]=[CH:22][CH:23]=2)[N:18]=[C:17](Cl)[N:16]=1)([C:8]1[CH:13]=[CH:12][CH:11]=[CH:10][CH:9]=1)[C:2]1[CH:7]=[CH:6][CH:5]=[CH:4][CH:3]=1.[S:26]1[C:30](B(O)O)=[CH:29][C:28]2[CH:34]=[CH:35][CH:36]=[CH:37][C:27]1=2.C([O-])([O-])=O.[K+].[K+], predict the reaction product. The product is: [CH:1]([NH:14][C:15]1[C:24]2[C:19](=[CH:20][CH:21]=[CH:22][CH:23]=2)[N:18]=[C:17]([C:30]2[S:26][C:27]3[CH:37]=[CH:36][CH:35]=[CH:34][C:28]=3[CH:29]=2)[N:16]=1)([C:8]1[CH:13]=[CH:12][CH:11]=[CH:10][CH:9]=1)[C:2]1[CH:7]=[CH:6][CH:5]=[CH:4][CH:3]=1.